From a dataset of Full USPTO retrosynthesis dataset with 1.9M reactions from patents (1976-2016). Predict the reactants needed to synthesize the given product. (1) Given the product [Si:12]([O:1][C:2]1[CH:7]=[CH:6][C:5]([S:8]([NH2:11])(=[O:9])=[O:10])=[CH:4][CH:3]=1)([C:15]([CH3:18])([CH3:17])[CH3:16])([CH3:14])[CH3:13], predict the reactants needed to synthesize it. The reactants are: [OH:1][C:2]1[CH:7]=[CH:6][C:5]([S:8]([NH2:11])(=[O:10])=[O:9])=[CH:4][CH:3]=1.[Si:12](Cl)([C:15]([CH3:18])([CH3:17])[CH3:16])([CH3:14])[CH3:13].N1C=CN=C1. (2) Given the product [CH:32]1([NH:36][C:24]([C:7]2[C:6](=[O:29])[N:5]([CH2:4][C:3]([N:2]([CH3:31])[CH3:1])=[O:30])[C:14]3[C:9]([C:8]=2[OH:23])=[N:10][CH:11]=[C:12]([CH2:15][C:16]2[CH:21]=[CH:20][C:19]([F:22])=[CH:18][CH:17]=2)[CH:13]=3)=[O:25])[CH2:35][CH2:34][CH2:33]1, predict the reactants needed to synthesize it. The reactants are: [CH3:1][N:2]([CH3:31])[C:3](=[O:30])[CH2:4][N:5]1[C:14]2[C:9](=[N:10][CH:11]=[C:12]([CH2:15][C:16]3[CH:21]=[CH:20][C:19]([F:22])=[CH:18][CH:17]=3)[CH:13]=2)[C:8]([OH:23])=[C:7]([C:24](OCC)=[O:25])[C:6]1=[O:29].[CH:32]1([NH2:36])[CH2:35][CH2:34][CH2:33]1. (3) Given the product [CH3:18][C:19]1[CH:20]=[C:21]([CH:28]=[CH:29][C:30]=1[CH3:31])[C:22]([C:2]1[CH:10]=[CH:9][C:8]([O:11][CH3:12])=[CH:7][C:3]=1[C:4]([OH:6])=[O:5])=[O:23], predict the reactants needed to synthesize it. The reactants are: Br[C:2]1[CH:10]=[CH:9][C:8]([O:11][CH3:12])=[CH:7][C:3]=1[C:4]([OH:6])=[O:5].C([Li])CCC.[CH3:18][C:19]1[CH:20]=[C:21]([CH:28]=[CH:29][C:30]=1[CH3:31])[C:22](N(OC)C)=[O:23]. (4) Given the product [I:28][C:2]1[CH:7]=[C:6]([N+:8]([O-:10])=[O:9])[CH:5]=[C:4]([C:11]([C:14]2[CH:19]=[C:18]([O:20][C:21]([F:24])([F:23])[F:22])[CH:17]=[C:16]([O:25][CH3:26])[CH:15]=2)([CH3:13])[CH3:12])[CH:3]=1, predict the reactants needed to synthesize it. The reactants are: Br[C:2]1[CH:7]=[C:6]([N+:8]([O-:10])=[O:9])[CH:5]=[C:4]([C:11]([C:14]2[CH:19]=[C:18]([O:20][C:21]([F:24])([F:23])[F:22])[CH:17]=[C:16]([O:25][CH3:26])[CH:15]=2)([CH3:13])[CH3:12])[CH:3]=1.[Na+].[I-:28].CN[C@@H]1CCCC[C@H]1NC.C([O-])(O)=O.[Na+]. (5) The reactants are: [ClH:1].[CH3:2][C@@:3]12[CH2:11][NH:10][CH2:9][C@H:8]1[C:7]1[CH:12]=[CH:13][CH:14]=[C:15]([C:16]([CH3:18])=[CH2:17])[C:6]=1[CH2:5][CH2:4]2. Given the product [ClH:1].[CH:16]([C:15]1[C:6]2[CH2:5][CH2:4][C@@:3]3([CH3:2])[C@@H:8]([CH2:9][NH:10][CH2:11]3)[C:7]=2[CH:12]=[CH:13][CH:14]=1)([CH3:18])[CH3:17], predict the reactants needed to synthesize it.